Dataset: Catalyst prediction with 721,799 reactions and 888 catalyst types from USPTO. Task: Predict which catalyst facilitates the given reaction. (1) Reactant: [Cl:1][C:2]1[CH:3]=[CH:4][C:5]2[N:6]([CH:8]=[C:9]([C:11]([O:13]CC)=[O:12])[N:10]=2)[CH:7]=1.O.[OH-].[Li+:18]. Product: [Cl:1][C:2]1[CH:3]=[CH:4][C:5]2[N:6]([CH:8]=[C:9]([C:11]([O-:13])=[O:12])[N:10]=2)[CH:7]=1.[Li+:18]. The catalyst class is: 7. (2) Reactant: [CH3:1][O:2][C:3]1[CH:12]=[C:11]2[C:6]([C:7]([CH:13]([C:15]3[CH:20]=[CH:19][C:18]([N+:21]([O-:23])=[O:22])=[CH:17][CH:16]=3)[OH:14])=[CH:8][CH:9]=[N:10]2)=[CH:5][CH:4]=1. Product: [CH3:1][O:2][C:3]1[CH:12]=[C:11]2[C:6]([C:7]([C:13]([C:15]3[CH:20]=[CH:19][C:18]([N+:21]([O-:23])=[O:22])=[CH:17][CH:16]=3)=[O:14])=[CH:8][CH:9]=[N:10]2)=[CH:5][CH:4]=1. The catalyst class is: 428.